Dataset: Catalyst prediction with 721,799 reactions and 888 catalyst types from USPTO. Task: Predict which catalyst facilitates the given reaction. Reactant: [C:1]1([N:7]2[C:11](=[O:12])[N:10]=[N:9][NH:8]2)[CH:6]=[CH:5][CH:4]=[CH:3][CH:2]=1.F[B-](F)(F)F.[O:18]=[N+:19]=[O:20].O. The catalyst class is: 10. Product: [N+:19]([C:4]1[CH:3]=[CH:2][C:1]([N:7]2[C:11](=[O:12])[N:10]=[N:9][NH:8]2)=[CH:6][CH:5]=1)([O-:20])=[O:18].